From a dataset of Catalyst prediction with 721,799 reactions and 888 catalyst types from USPTO. Predict which catalyst facilitates the given reaction. (1) Reactant: [C:1]([C:3]1[CH:8]=[CH:7][C:6]([NH:9][C:10]([CH:12]2[NH:16][CH:15]([CH2:17][C:18]([CH3:21])([CH3:20])[CH3:19])[C:14]3([C:29]4[C:24](=[CH:25][C:26]([Cl:31])=[CH:27][C:28]=4[F:30])[NH:23][C:22]3=[O:32])[CH:13]2[C:33]2[CH:38]=[CH:37][CH:36]=[C:35]([Cl:39])[C:34]=2[F:40])=[O:11])=[CH:5][CH:4]=1)#[N:2].[OH:41]O.[OH-].[Na+]. Product: [C:1]([C:3]1[CH:4]=[CH:5][C:6]([NH:9][C:10]([CH:12]2[NH:16][CH:15]([CH2:17][C:18]([CH3:21])([CH3:20])[CH3:19])[C:14]3([C:29]4[C:24](=[CH:25][C:26]([Cl:31])=[CH:27][C:28]=4[F:30])[NH:23][C:22]3=[O:32])[CH:13]2[C:33]2[CH:38]=[CH:37][CH:36]=[C:35]([Cl:39])[C:34]=2[F:40])=[O:11])=[CH:7][CH:8]=1)(=[O:41])[NH2:2]. The catalyst class is: 16. (2) Reactant: Cl[C:2]([O:4][CH2:5][CH3:6])=[O:3].[C:7]1(=[O:13])[NH:11][C:10](=[O:12])[CH2:9][CH2:8]1.C(N(CC)CC)C.CO. Product: [CH2:5]([O:4][C:2]([N:11]1[C:7](=[O:13])[CH2:8][CH2:9][C:10]1=[O:12])=[O:3])[CH3:6]. The catalyst class is: 695.